Predict which catalyst facilitates the given reaction. From a dataset of Catalyst prediction with 721,799 reactions and 888 catalyst types from USPTO. (1) Reactant: [F:1][C:2]1[CH:7]=[CH:6][C:5]([NH:8][CH2:9][C@@H:10]2[CH2:14][CH2:13][N:12](C(OC(C)(C)C)=O)[CH2:11]2)=[C:4]([N+:22]([O-:24])=[O:23])[CH:3]=1.[ClH:25].O1CCOCC1. Product: [ClH:25].[F:1][C:2]1[CH:7]=[CH:6][C:5]([NH:8][CH2:9][C@@H:10]2[CH2:14][CH2:13][NH:12][CH2:11]2)=[C:4]([N+:22]([O-:24])=[O:23])[CH:3]=1. The catalyst class is: 5. (2) Reactant: [OH:1][Si:2]([CH3:13])([CH3:12])[C:3]1[CH:11]=[CH:10][C:6]([C:7]([OH:9])=O)=[CH:5][CH:4]=1.CCN=C=NCCCN(C)C.CCN(C(C)C)C(C)C.C1C=CC2N(O)N=NC=2C=1.[NH2:44][CH2:45][CH2:46][CH2:47][CH2:48][NH:49][C:50](=[O:76])[CH2:51][C@@H:52]1[N:58]=[C:57]([C:59]2[CH:64]=[CH:63][C:62]([Cl:65])=[CH:61][CH:60]=2)[C:56]2[CH:66]=[C:67]([O:70][CH3:71])[CH:68]=[CH:69][C:55]=2[N:54]2[C:72]([CH3:75])=[N:73][N:74]=[C:53]12. Product: [Cl:65][C:62]1[CH:63]=[CH:64][C:59]([C:57]2[C:56]3[CH:66]=[C:67]([O:70][CH3:71])[CH:68]=[CH:69][C:55]=3[N:54]3[C:72]([CH3:75])=[N:73][N:74]=[C:53]3[C@H:52]([CH2:51][C:50]([NH:49][CH2:48][CH2:47][CH2:46][CH2:45][NH:44][C:7](=[O:9])[C:6]3[CH:5]=[CH:4][C:3]([Si:2]([OH:1])([CH3:13])[CH3:12])=[CH:11][CH:10]=3)=[O:76])[N:58]=2)=[CH:60][CH:61]=1. The catalyst class is: 3. (3) Reactant: [NH2:1][N:2]1[CH2:7][C:6](/[CH:8]=[N:9]/[O:10][CH3:11])=[N:5][NH:4][C:3]1=[O:12].[N:13]1[CH:18]=[CH:17][CH:16]=[C:15]([CH:19]=O)[CH:14]=1. Product: [CH3:11][O:10]/[N:9]=[CH:8]/[C:6]1[CH2:7][N:2](/[N:1]=[CH:19]/[C:15]2[CH:14]=[N:13][CH:18]=[CH:17][CH:16]=2)[C:3](=[O:12])[NH:4][N:5]=1. The catalyst class is: 811.